Dataset: Forward reaction prediction with 1.9M reactions from USPTO patents (1976-2016). Task: Predict the product of the given reaction. (1) Given the reactants COC1C=CC(C[N:8]2[C:12]3[N:13]=[CH:14][C:15]4[CH2:16][N:17]([C:21]([NH:23][C:24]5[CH:25]=[C:26]([CH:30]=[CH:31][CH:32]=5)[C:27](O)=[O:28])=[O:22])[CH2:18][CH2:19][C:20]=4[C:11]=3[CH:10]=[N:9]2)=CC=1.[NH2:35][C:36]1[CH:37]=[C:38]([NH:42][C:43](=[O:45])[CH3:44])[CH:39]=[CH:40][CH:41]=1, predict the reaction product. The product is: [C:43]([NH:42][C:38]1[CH:37]=[C:36]([NH:35][C:27]([C:26]2[CH:25]=[C:24]([NH:23][C:21]([N:17]3[CH2:16][C:15]4[CH:14]=[N:13][C:12]5[NH:8][N:9]=[CH:10][C:11]=5[C:20]=4[CH2:19][CH2:18]3)=[O:22])[CH:32]=[CH:31][CH:30]=2)=[O:28])[CH:41]=[CH:40][CH:39]=1)(=[O:45])[CH3:44]. (2) The product is: [CH2:1]([N:8]1[CH:13]=[C:12]([C:35]2[CH:36]=[CH:37][C:32]([C:22]3[C:23]4[O:24][C:25]5[CH:31]=[CH:30][CH:29]=[CH:28][C:26]=5[C:27]=4[CH:19]=[CH:20][CH:21]=3)=[CH:33][CH:34]=2)[CH:11]=[C:10]([N+:15]([O-:17])=[O:16])[C:9]1=[O:18])[C:2]1[CH:7]=[CH:6][CH:5]=[CH:4][CH:3]=1. Given the reactants [CH2:1]([N:8]1[CH:13]=[C:12](Br)[CH:11]=[C:10]([N+:15]([O-:17])=[O:16])[C:9]1=[O:18])[C:2]1[CH:7]=[CH:6][CH:5]=[CH:4][CH:3]=1.[CH:19]1[C:27]2[C:26]3[CH:28]=[CH:29][CH:30]=[CH:31][C:25]=3[O:24][C:23]=2[C:22]([C:32]2[CH:37]=[CH:36][C:35](B(O)O)=[CH:34][CH:33]=2)=[CH:21][CH:20]=1.C([O-])([O-])=O.[K+].[K+], predict the reaction product. (3) Given the reactants [Cl:1][C:2]1[CH:7]=[CH:6][CH:5]=[C:4]([Cl:8])[C:3]=1[C:9](=O)[CH2:10][C:11]#[N:12].O.[NH2:15][NH2:16], predict the reaction product. The product is: [Cl:1][C:2]1[CH:7]=[CH:6][CH:5]=[C:4]([Cl:8])[C:3]=1[C:9]1[CH:10]=[C:11]([NH2:12])[NH:15][N:16]=1. (4) Given the reactants [CH:1]1([OH:9])[CH2:8][CH2:7][CH2:6][CH:5]=[CH:4][CH2:3][CH2:2]1.C(N(CC)CC)C.[CH2:17]1[C:22](=[O:23])[N:21]([O:24][C:25](ON2C(=O)CCC2=O)=[O:26])[C:19](=[O:20])[CH2:18]1, predict the reaction product. The product is: [C:25](=[O:26])([O:24][N:21]1[C:22](=[O:23])[CH2:17][CH2:18][C:19]1=[O:20])[O:9][CH:1]1[CH2:8][CH2:7][CH2:6][CH:5]=[CH:4][CH2:3][CH2:2]1. (5) Given the reactants [Cl:1][C:2]1[CH:7]=[CH:6][N:5]=[C:4]2[NH:8][CH:9]=[CH:10][C:3]=12.C1N2CN3CN(C2)CN1C3.[C:21](O)(=[O:23])C, predict the reaction product. The product is: [Cl:1][C:2]1[CH:7]=[CH:6][N:5]=[C:4]2[NH:8][CH:9]=[C:10]([CH:21]=[O:23])[C:3]=12. (6) Given the reactants [NH2:1][C:2]([N:4]1[C:8](O)([C:9]([F:12])([F:11])[F:10])[CH:7]([C:14]([O:16][CH2:17][CH3:18])=[O:15])[CH:6]=[N:5]1)=[S:3].Br[CH2:20][C:21]([C:23]1[CH:28]=[CH:27][CH:26]=[CH:25][C:24]=1[O:29][CH3:30])=O, predict the reaction product. The product is: [CH3:30][O:29][C:24]1[CH:25]=[CH:26][CH:27]=[CH:28][C:23]=1[C:21]1[N:1]=[C:2]([N:4]2[C:8]([C:9]([F:12])([F:11])[F:10])=[C:7]([C:14]([O:16][CH2:17][CH3:18])=[O:15])[CH:6]=[N:5]2)[S:3][CH:20]=1. (7) Given the reactants [NH:1]([C:3]1[N:4]=[N:5][C:6]([I:9])=[CH:7][CH:8]=1)[NH2:2].[CH3:10][N:11]([C:13](Cl)=[N+](C)C)[CH3:12].F[P-](F)(F)(F)(F)F, predict the reaction product. The product is: [I:9][C:6]1[CH:7]=[CH:8][C:3]2[N:4]([C:10]([N:11]([CH3:13])[CH3:12])=[N:2][N:1]=2)[N:5]=1.